From a dataset of Full USPTO retrosynthesis dataset with 1.9M reactions from patents (1976-2016). Predict the reactants needed to synthesize the given product. (1) Given the product [F:41][C:38]1[CH:39]=[CH:40][C:35]([C:23]2[CH2:24][O:25][C:26]3[C:31]([C:22]=2[C:19]2[CH:20]=[CH:21][C:16]([OH:15])=[CH:17][CH:18]=2)=[CH:30][CH:29]=[C:28]([O:32][CH3:33])[CH:27]=3)=[CH:36][CH:37]=1, predict the reactants needed to synthesize it. The reactants are: [H-].[Al+3].[Li+].[H-].[H-].[H-].O1CCCC1.C([O:15][C:16]1[CH:21]=[CH:20][C:19]([C:22]2[C:31]3[C:26](=[CH:27][C:28]([O:32][CH3:33])=[CH:29][CH:30]=3)[O:25][C:24](=O)[C:23]=2[C:35]2[CH:40]=[CH:39][C:38]([F:41])=[CH:37][CH:36]=2)=[CH:18][CH:17]=1)(=O)C.Cl. (2) Given the product [CH:5]1([CH2:4][O:12][C:13]2[C:14]([N+:25]([O-:27])=[O:26])=[C:15]([CH:20]=[CH:21][C:22]=2[O:23][CH3:24])[C:16]([O:18][CH3:19])=[O:17])[CH2:3][CH2:2]1, predict the reactants needed to synthesize it. The reactants are: Br[CH2:2][CH:3]1[CH2:5][CH2:4]1.C(=O)([O-])[O-].[K+].[K+].[OH:12][C:13]1[C:14]([N+:25]([O-:27])=[O:26])=[C:15]([CH:20]=[CH:21][C:22]=1[O:23][CH3:24])[C:16]([O:18][CH3:19])=[O:17]. (3) The reactants are: O=C[C@@H]([C@H]([C@@H]([C@@H](CO)O)O)O)O.[CH2:37]1[C@H:36]([NH2:43])[C@@H:35]([O:44][C@H]2O[C@H](CN)[C@@H](O)[C@H](O)[C@H]2O)[C@H](O)[C@@H](O[C@H]2O[C@H:38](CO)[C@@H:37](O)[C@H:36]([NH2:43])[C@H:35]2[OH:44])[C@@H:38]1N.C[C@H]1O[C@H]2O[C@H]3[C@H](O[C@@]2(O)C(=O)C1)[C@@H](NC)[C@@H](O)[C@@H](NC)[C@@H]3O.CC1(C)[S:74][C@@H:73]2[C@H](NC([C@H](N)C3C=CC=CC=3)=O)C(=O)N2[C@H]1C(O)=O.C1C([C@@H](O)[C@H](NC(C(Cl)Cl)=O)C[OH:102])=CC=C([N+]([O-])=O)C=1. Given the product [NH2:43][C@H:36]([C:35]([OH:44])=[O:102])[CH2:37][CH2:38][S:74][CH3:73], predict the reactants needed to synthesize it. (4) Given the product [N:1]1[CH:2]=[CH:3][C:4]([NH+:7]([O-:33])[C:8]([C:10]2[C:18]3[C:17]4[CH:19]=[CH:20][CH:21]=[CH:22][C:16]=4[O:15][C:14]=3[C:13]([O:23][CH3:24])=[CH:12][CH:11]=2)=[O:9])=[CH:5][CH:6]=1, predict the reactants needed to synthesize it. The reactants are: [N:1]1[CH:6]=[CH:5][C:4]([NH:7][C:8]([C:10]2[C:18]3[C:17]4[CH:19]=[CH:20][CH:21]=[CH:22][C:16]=4[O:15][C:14]=3[C:13]([O:23][CH3:24])=[CH:12][CH:11]=2)=[O:9])=[CH:3][CH:2]=1.ClC1C=CC=C(C(OO)=[O:33])C=1. (5) Given the product [Na+:40].[Cl:1][C:2]1[CH:3]=[C:4]2[C:9](=[CH:10][C:11]=1[O:12][C:13]1[CH:14]=[CH:15][C:16]([C:19](=[O:34])[NH:20][CH2:21][CH2:22][C:23]3[C:24]([O:32][CH3:33])=[N:25][C:26]([CH:29]4[CH2:31][CH2:30]4)=[CH:27][CH:28]=3)=[CH:17][CH:18]=1)[O:8][CH2:7][CH2:6][CH:5]2[C:35]([O-:37])=[O:36], predict the reactants needed to synthesize it. The reactants are: [Cl:1][C:2]1[CH:3]=[C:4]2[C:9](=[CH:10][C:11]=1[O:12][C:13]1[CH:18]=[CH:17][C:16]([C:19](=[O:34])[NH:20][CH2:21][CH2:22][C:23]3[C:24]([O:32][CH3:33])=[N:25][C:26]([CH:29]4[CH2:31][CH2:30]4)=[CH:27][CH:28]=3)=[CH:15][CH:14]=1)[O:8][CH2:7][CH2:6][CH:5]2[C:35]([OH:37])=[O:36].C[O-].[Na+:40]. (6) Given the product [CH3:22][C:10]1[C:11]([O:15][C:16]2[CH:17]=[CH:18][CH:19]=[CH:20][CH:21]=2)=[CH:12][CH:13]=[CH:14][C:9]=1[OH:8], predict the reactants needed to synthesize it. The reactants are: COC1C=CC(C[O:8][C:9]2[CH:14]=[CH:13][CH:12]=[C:11]([O:15][C:16]3[CH:21]=[CH:20][CH:19]=[CH:18][CH:17]=3)[C:10]=2[CH3:22])=CC=1.CCCCCCC. (7) Given the product [C:16]1([C:22]2[CH:27]=[CH:26][N:25]=[C:24]([N:28]3[CH2:33][CH2:32][N:31]([C:8]([NH:7][C:3]4[N:2]=[N:1][CH:6]=[CH:5][CH:4]=4)=[O:15])[CH2:30][CH2:29]3)[CH:23]=2)[CH:17]=[CH:18][CH:19]=[CH:20][CH:21]=1, predict the reactants needed to synthesize it. The reactants are: [N:1]1[CH:6]=[CH:5][CH:4]=[C:3]([NH:7][C:8](=[O:15])OCC(Cl)(Cl)Cl)[N:2]=1.[C:16]1([C:22]2[CH:27]=[CH:26][N:25]=[C:24]([N:28]3[CH2:33][CH2:32][NH:31][CH2:30][CH2:29]3)[CH:23]=2)[CH:21]=[CH:20][CH:19]=[CH:18][CH:17]=1.C(N(C(C)C)CC)(C)C.CS(C)=O. (8) Given the product [CH2:13]=[CH:14][C:15]1[CH:2]=[CH:3][C:5]([C:7]([O:12][CH2:11][C@H:9]([OH:10])[C@@H:7]2[O:8][C:2](=[O:1])[C:3]([OH:4])=[C:5]2[OH:6])=[O:22])=[CH:17][CH:16]=1, predict the reactants needed to synthesize it. The reactants are: [O:1]=[C:2]1[O:8][C@H:7]([C@H:9]([CH2:11][OH:12])[OH:10])[C:5]([OH:6])=[C:3]1[OH:4].[CH3:13][C:14](=O)[CH2:15][C:16](=O)[CH3:17].OO.[OH2:22]. (9) The reactants are: [ClH:1].[OH:2][CH2:3][CH2:4][O:5][CH2:6][CH2:7][O:8][CH2:9][CH2:10][NH:11][C:12]([C:14]1[CH:15]=[CH:16][C:17]([CH3:60])=[C:18]([C:20]2[CH:25]=[CH:24][CH:23]=[C:22]([CH2:26][C@H:27]([NH:42][C:43]([C@H:45]3[CH2:50][CH2:49][C@H:48]([CH2:51][NH:52]C(=O)OC(C)(C)C)[CH2:47][CH2:46]3)=[O:44])[C:28](=[O:41])[NH:29][C:30]3[CH:35]=[CH:34][C:33]([C:36]4[NH:40][N:39]=[N:38][N:37]=4)=[CH:32][CH:31]=3)[CH:21]=2)[CH:19]=1)=[O:13].C(#N)C. Given the product [ClH:1].[NH2:52][CH2:51][C@H:48]1[CH2:49][CH2:50][C@H:45]([C:43]([NH:42][C@H:27]([C:28](=[O:41])[NH:29][C:30]2[CH:35]=[CH:34][C:33]([C:36]3[NH:40][N:39]=[N:38][N:37]=3)=[CH:32][CH:31]=2)[CH2:26][C:22]2[CH:21]=[C:20]([C:18]3[C:17]([CH3:60])=[CH:16][CH:15]=[C:14]([C:12]([NH:11][CH2:10][CH2:9][O:8][CH2:7][CH2:6][O:5][CH2:4][CH2:3][OH:2])=[O:13])[CH:19]=3)[CH:25]=[CH:24][CH:23]=2)=[O:44])[CH2:46][CH2:47]1, predict the reactants needed to synthesize it. (10) Given the product [ClH:8].[ClH:8].[NH2:9][CH2:14][C:10]1([NH2:11])[CH2:5][CH2:6][CH2:1][CH2:2][CH2:3]1, predict the reactants needed to synthesize it. The reactants are: [C:1]1(=O)[CH2:6][CH2:5]C[CH2:3][CH2:2]1.[Cl-:8].[NH4+:9].[C-:10]#[N:11].[Na+].N.[C:14](=O)([O-])O.[Na+].Cl.